This data is from NCI-60 drug combinations with 297,098 pairs across 59 cell lines. The task is: Regression. Given two drug SMILES strings and cell line genomic features, predict the synergy score measuring deviation from expected non-interaction effect. (1) Drug 1: C1=NC2=C(N1)C(=S)N=C(N2)N. Drug 2: CC12CCC3C(C1CCC2O)C(CC4=C3C=CC(=C4)O)CCCCCCCCCS(=O)CCCC(C(F)(F)F)(F)F. Cell line: SNB-19. Synergy scores: CSS=3.93, Synergy_ZIP=-3.04, Synergy_Bliss=-4.23, Synergy_Loewe=-3.11, Synergy_HSA=-3.93. (2) Drug 1: C1=NC(=NC(=O)N1C2C(C(C(O2)CO)O)O)N. Drug 2: CS(=O)(=O)OCCCCOS(=O)(=O)C. Cell line: HOP-62. Synergy scores: CSS=15.9, Synergy_ZIP=2.26, Synergy_Bliss=8.95, Synergy_Loewe=-9.83, Synergy_HSA=5.70.